From a dataset of Forward reaction prediction with 1.9M reactions from USPTO patents (1976-2016). Predict the product of the given reaction. (1) Given the reactants [NH2:1][C:2]1[CH:7]=[CH:6][C:5]([C:8]2[C:9]([NH2:17])=[N:10][C:11]([NH2:16])=[N:12][C:13]=2[CH2:14]C)=[CH:4][CH:3]=1.[CH3:18][S:19]([C:22]1[CH:27]=[CH:26][C:25]([CH2:28][C:29]([OH:31])=O)=[CH:24][CH:23]=1)(=[O:21])=[O:20].C1[C:40]2[C:35](=[CH:36][CH:37]=[CH:38][CH:39]=2)[CH2:34]C1C(O)=O.CN(C([O:51]N1N=NC2C=CC=NC1=2)=[N+](C)C)C.F[P-](F)(F)(F)(F)F.CN(C(ON1N=NC2C=CC=CC1=2)=[N+](C)C)C.[B-](F)(F)(F)F, predict the reaction product. The product is: [NH2:16][C:11]1[N:10]=[C:9]([NH2:17])[C:8]([C:5]2[CH:4]=[CH:3][C:2]([NH:1][C:29](=[O:31])[CH2:28][C:25]3[CH:24]=[CH:23][C:22]([S:19]([CH3:18])(=[O:20])=[O:21])=[CH:27][CH:26]=3)=[CH:7][CH:6]=2)=[C:13]([CH2:14][O:51][CH2:34][C:35]2[CH:40]=[CH:39][CH:38]=[CH:37][CH:36]=2)[N:12]=1. (2) Given the reactants [CH:1]1([N:5]2[CH2:11][CH2:10][CH2:9][N:8]([C:12]([CH:14]3[CH2:17][N:16]([C:18]([NH:20][CH2:21][CH:22]4[CH2:27][CH2:26][CH2:25][CH2:24][CH2:23]4)=[O:19])[CH2:15]3)=[O:13])[CH2:7][CH2:6]2)[CH2:4][CH2:3][CH2:2]1.[H-].[Na+].[CH3:30]I, predict the reaction product. The product is: [CH:1]1([N:5]2[CH2:11][CH2:10][CH2:9][N:8]([C:12]([CH:14]3[CH2:15][N:16]([C:18]([N:20]([CH2:21][CH:22]4[CH2:27][CH2:26][CH2:25][CH2:24][CH2:23]4)[CH3:30])=[O:19])[CH2:17]3)=[O:13])[CH2:7][CH2:6]2)[CH2:2][CH2:3][CH2:4]1. (3) Given the reactants CCCC[N+](CCCC)(CCCC)CCCC.[F-].[CH3:19][C:20]1[CH:29]=[C:28]([C:30]#[C:31][Si](C)(C)C)[CH:27]=[CH:26][C:21]=1[O:22][CH2:23][CH2:24][OH:25], predict the reaction product. The product is: [C:30]([C:28]1[CH:27]=[CH:26][C:21]([O:22][CH2:23][CH2:24][OH:25])=[C:20]([CH3:19])[CH:29]=1)#[CH:31]. (4) Given the reactants Cl[CH2:2][C:3]([C:5]1[C:13]2[C:8](=[N:9][CH:10]=[C:11]([NH:14][C:15](=[O:31])[C:16]3[C:21]([F:22])=[CH:20][CH:19]=[C:18]([NH:23][S:24]([CH2:27][CH2:28][CH3:29])(=[O:26])=[O:25])[C:17]=3[F:30])[CH:12]=2)[NH:7][CH:6]=1)=[O:4].[CH3:32][NH:33][CH3:34].CO, predict the reaction product. The product is: [CH3:32][N:33]([CH3:34])[CH2:2][C:3]([C:5]1[C:13]2[C:8](=[N:9][CH:10]=[C:11]([NH:14][C:15](=[O:31])[C:16]3[C:21]([F:22])=[CH:20][CH:19]=[C:18]([NH:23][S:24]([CH2:27][CH2:28][CH3:29])(=[O:26])=[O:25])[C:17]=3[F:30])[CH:12]=2)[NH:7][CH:6]=1)=[O:4]. (5) The product is: [NH2:28][C:29]1[N:34]=[CH:33][C:32]([C:2]2[CH:3]=[CH:4][C:5]([C@@H:8]([N:10]3[CH2:15][CH2:14][C@@:13]([C:20]4[CH:25]=[CH:24][C:23]([F:26])=[CH:22][CH:21]=4)([CH2:16][CH2:17][CH2:18][OH:19])[O:12][C:11]3=[O:27])[CH3:9])=[CH:6][CH:7]=2)=[CH:31][CH:30]=1. Given the reactants Br[C:2]1[CH:7]=[CH:6][C:5]([C@@H:8]([N:10]2[CH2:15][CH2:14][C@@:13]([C:20]3[CH:25]=[CH:24][C:23]([F:26])=[CH:22][CH:21]=3)([CH2:16][CH2:17][CH2:18][OH:19])[O:12][C:11]2=[O:27])[CH3:9])=[CH:4][CH:3]=1.[NH2:28][C:29]1[N:34]=[CH:33][C:32](B(O)O)=[CH:31][CH:30]=1.C([O-])([O-])=O.[Cs+].[Cs+], predict the reaction product. (6) The product is: [CH3:1][C:2]1[C:3]([C:16]2[CH2:20][CH2:19][CH:18]([OH:21])[CH:17]=2)=[CH:4][C:5]2[C:6]([CH3:15])([CH3:14])[CH2:7][CH2:8][C:9]([CH3:12])([CH3:13])[C:10]=2[CH:11]=1. Given the reactants [CH3:1][C:2]1[C:3]([C:16]2[CH2:20][CH2:19][C:18](=[O:21])[CH:17]=2)=[CH:4][C:5]2[C:6]([CH3:15])([CH3:14])[CH2:7][CH2:8][C:9]([CH3:13])([CH3:12])[C:10]=2[CH:11]=1.O.O.O.O.O.O.O.[Cl-].[Ce+3].[Cl-].[Cl-].[BH4-].[Na+].Cl, predict the reaction product. (7) Given the reactants [CH3:1][N:2](C(ON1N=NC2C=CC=NC1=2)=[N+](C)C)[CH3:3].F[P-](F)(F)(F)(F)F.[Cl:25][C:26]1[C:27]([C:47]2[N:51]3[CH:52]=[CH:53][CH:54]=[C:55]([F:56])[C:50]3=[N:49][CH:48]=2)=[N:28][C:29]([NH:32][C:33]2[CH:38]=[CH:37][C:36]([N:39]([CH3:44])[CH2:40][C:41]([O-:43])=O)=[CH:35][C:34]=2[O:45][CH3:46])=[N:30][CH:31]=1.[Na+].Cl.CNC.C(N(C(C)C)C(C)C)C, predict the reaction product. The product is: [Cl:25][C:26]1[C:27]([C:47]2[N:51]3[CH:52]=[CH:53][CH:54]=[C:55]([F:56])[C:50]3=[N:49][CH:48]=2)=[N:28][C:29]([NH:32][C:33]2[CH:38]=[CH:37][C:36]([N:39]([CH3:44])[CH2:40][C:41]([N:2]([CH3:3])[CH3:1])=[O:43])=[CH:35][C:34]=2[O:45][CH3:46])=[N:30][CH:31]=1. (8) Given the reactants [CH3:1][S-:2].[Na+].Br[CH2:5][CH2:6][C:7]1[CH:8]=[CH:9][C:10]2[N:11]([N:13]=[C:14]([C:27]3[CH:32]=[CH:31][CH:30]=[CH:29][CH:28]=3)[C:15]=2[CH2:16][C:17]2[N:22]=[C:21]([C:23]([O:25][CH3:26])=[O:24])[CH:20]=[CH:19][CH:18]=2)[CH:12]=1.[Cl-].[NH4+], predict the reaction product. The product is: [CH3:1][S:2][CH2:5][CH2:6][C:7]1[CH:8]=[CH:9][C:10]2[N:11]([N:13]=[C:14]([C:27]3[CH:32]=[CH:31][CH:30]=[CH:29][CH:28]=3)[C:15]=2[CH2:16][C:17]2[N:22]=[C:21]([C:23]([O:25][CH3:26])=[O:24])[CH:20]=[CH:19][CH:18]=2)[CH:12]=1.